Dataset: Full USPTO retrosynthesis dataset with 1.9M reactions from patents (1976-2016). Task: Predict the reactants needed to synthesize the given product. (1) Given the product [CH3:15][C:16]([OH:17])([CH3:19])[CH2:18][N:12]1[CH:13]=[C:9]([B:4]2[O:5][C:6]([CH3:7])([CH3:8])[C:2]([CH3:14])([CH3:1])[O:3]2)[CH:10]=[N:11]1, predict the reactants needed to synthesize it. The reactants are: [CH3:1][C:2]1([CH3:14])[C:6]([CH3:8])([CH3:7])[O:5][B:4]([C:9]2[CH:10]=[N:11][NH:12][CH:13]=2)[O:3]1.[CH3:15][C:16]1([CH3:19])[CH2:18][O:17]1.C(=O)([O-])[O-].[Cs+].[Cs+]. (2) The reactants are: [CH2:1]([N:8]1[CH2:13][CH2:12][NH:11][CH2:10][CH2:9]1)[C:2]1[CH:7]=[CH:6][CH:5]=[CH:4][CH:3]=1.[CH:14]1([C:17](Cl)=[O:18])[CH2:16][CH2:15]1.C(N(C(C)C)CC)(C)C.CCOC(C)=O. Given the product [CH2:1]([N:8]1[CH2:13][CH2:12][N:11]([C:17]([CH:14]2[CH2:16][CH2:15]2)=[O:18])[CH2:10][CH2:9]1)[C:2]1[CH:3]=[CH:4][CH:5]=[CH:6][CH:7]=1, predict the reactants needed to synthesize it.